Dataset: Reaction yield outcomes from USPTO patents with 853,638 reactions. Task: Predict the reaction yield, written as a fraction of the theoretical maximum amount of product (1.0 means a 100% yield; for example, 0.34 means a 34% yield). (1) The reactants are C([C@@H]1COC(=O)N1[C:14](=[O:36])[C@@H:15]([O:31][C:32]([CH3:35])([CH3:34])[CH3:33])[C:16]1[C:17]([I:30])=[C:18]2[C:25]3[CH2:26][CH2:27][CH2:28][CH2:29][C:24]=3[S:23][C:19]2=[N:20][C:21]=1[CH3:22])C1C=CC=CC=1.O.[OH-].[Li+].OO.S([O-])([O-])=[O:43].[Na+].[Na+].Cl. The catalyst is O1CCCC1.O. The product is [C:32]([O:31][C@@H:15]([C:16]1[C:17]([I:30])=[C:18]2[C:25]3[CH2:26][CH2:27][CH2:28][CH2:29][C:24]=3[S:23][C:19]2=[N:20][C:21]=1[CH3:22])[C:14]([OH:36])=[O:43])([CH3:35])([CH3:34])[CH3:33]. The yield is 0.650. (2) The reactants are Cl.[F:2][C:3]1[CH:8]=[CH:7][C:6]([CH:9]([N:13]2[CH2:18][CH2:17][CH2:16][CH2:15][CH2:14]2)[C:10]([OH:12])=[O:11])=[CH:5][CH:4]=1.[N:19]12[CH2:26][CH2:25][CH:22]([CH2:23][CH2:24]1)[C@@H:21](O)[CH2:20]2.C1CCC(N=C=NC2CCCCC2)CC1.C1C=CC2N(O)N=NC=2C=1. The catalyst is C1COCC1. The product is [F:2][C:3]1[CH:4]=[CH:5][C:6]([CH:9]([N:13]2[CH2:18][CH2:17][CH2:16][CH2:15][CH2:14]2)[C:10]([O:12][C@@H:21]2[CH:22]3[CH2:25][CH2:26][N:19]([CH2:24][CH2:23]3)[CH2:20]2)=[O:11])=[CH:7][CH:8]=1. The yield is 0.390. (3) The reactants are [CH2:1]([C@@:4]1([C:20]2[CH:25]=[CH:24][CH:23]=[CH:22][CH:21]=2)[O:9][C:8](=[O:10])[N:7]([C@H](C2C=CC(Br)=CC=2)C)[CH2:6][CH2:5]1)[CH:2]=[CH2:3].[OH2:26]. The catalyst is CN(C=O)C.Cl[Cu].Cl[Pd]Cl. The product is [O:26]=[C:2]([CH3:3])[CH2:1][C:4]1([C:20]2[CH:25]=[CH:24][CH:23]=[CH:22][CH:21]=2)[O:9][C:8](=[O:10])[NH:7][CH2:6][CH2:5]1. The yield is 0.580. (4) The reactants are [Cl:1][C:2]1[CH:7]=[CH:6][C:5]([C:8]2[N:12]([C:13]3[CH:21]=[CH:20][CH:19]=[CH:18][C:14]=3[NH:15][CH2:16][CH3:17])[N:11]=[C:10]([CH:22]3[CH2:27][C:26]([CH3:29])([CH3:28])[O:25][C:24]([CH3:31])([CH3:30])[CH2:23]3)[CH:9]=2)=[CH:4][CH:3]=1.C(=O)([O-])[O-].[K+].[K+].I[CH2:39][CH3:40]. The catalyst is CC(C)=O. The product is [Cl:1][C:2]1[CH:3]=[CH:4][C:5]([C:8]2[N:12]([C:13]3[CH:21]=[CH:20][CH:19]=[CH:18][C:14]=3[N:15]([CH2:39][CH3:40])[CH2:16][CH3:17])[N:11]=[C:10]([CH:22]3[CH2:27][C:26]([CH3:29])([CH3:28])[O:25][C:24]([CH3:30])([CH3:31])[CH2:23]3)[CH:9]=2)=[CH:6][CH:7]=1. The yield is 0.460.